This data is from NCI-60 drug combinations with 297,098 pairs across 59 cell lines. The task is: Regression. Given two drug SMILES strings and cell line genomic features, predict the synergy score measuring deviation from expected non-interaction effect. (1) Drug 1: C1CC(C1)(C(=O)O)C(=O)O.[NH2-].[NH2-].[Pt+2]. Drug 2: CC(C)CN1C=NC2=C1C3=CC=CC=C3N=C2N. Cell line: SK-MEL-28. Synergy scores: CSS=-1.72, Synergy_ZIP=-0.570, Synergy_Bliss=-2.21, Synergy_Loewe=-1.81, Synergy_HSA=-4.29. (2) Drug 1: CN(C)N=NC1=C(NC=N1)C(=O)N. Drug 2: CN(CC1=CN=C2C(=N1)C(=NC(=N2)N)N)C3=CC=C(C=C3)C(=O)NC(CCC(=O)O)C(=O)O. Cell line: IGROV1. Synergy scores: CSS=32.9, Synergy_ZIP=-8.86, Synergy_Bliss=-5.73, Synergy_Loewe=-19.0, Synergy_HSA=-2.34. (3) Drug 1: C1CN1C2=NC(=NC(=N2)N3CC3)N4CC4. Drug 2: CS(=O)(=O)OCCCCOS(=O)(=O)C. Cell line: CAKI-1. Synergy scores: CSS=13.0, Synergy_ZIP=-6.66, Synergy_Bliss=-7.51, Synergy_Loewe=-39.8, Synergy_HSA=-9.39.